Dataset: NCI-60 drug combinations with 297,098 pairs across 59 cell lines. Task: Regression. Given two drug SMILES strings and cell line genomic features, predict the synergy score measuring deviation from expected non-interaction effect. (1) Drug 1: C1=C(C(=O)NC(=O)N1)N(CCCl)CCCl. Drug 2: COC1=NC(=NC2=C1N=CN2C3C(C(C(O3)CO)O)O)N. Cell line: OVCAR-8. Synergy scores: CSS=23.0, Synergy_ZIP=-0.937, Synergy_Bliss=7.82, Synergy_Loewe=0.852, Synergy_HSA=8.11. (2) Drug 1: C1=CC(=CC=C1CCC2=CNC3=C2C(=O)NC(=N3)N)C(=O)NC(CCC(=O)O)C(=O)O. Drug 2: CN(C)N=NC1=C(NC=N1)C(=O)N. Cell line: SW-620. Synergy scores: CSS=10.5, Synergy_ZIP=2.41, Synergy_Bliss=-0.951, Synergy_Loewe=-21.2, Synergy_HSA=-4.85. (3) Drug 1: C1=NC2=C(N=C(N=C2N1C3C(C(C(O3)CO)O)F)Cl)N. Drug 2: CC1=C(C(=O)C2=C(C1=O)N3CC4C(C3(C2COC(=O)N)OC)N4)N. Cell line: NCI/ADR-RES. Synergy scores: CSS=18.4, Synergy_ZIP=-7.59, Synergy_Bliss=0.483, Synergy_Loewe=-1.34, Synergy_HSA=0.780. (4) Drug 1: C1CCC(CC1)NC(=O)N(CCCl)N=O. Drug 2: CN(C)C1=NC(=NC(=N1)N(C)C)N(C)C. Cell line: HCT116. Synergy scores: CSS=5.86, Synergy_ZIP=-1.50, Synergy_Bliss=-7.30, Synergy_Loewe=-25.5, Synergy_HSA=-6.64. (5) Drug 1: CCCS(=O)(=O)NC1=C(C(=C(C=C1)F)C(=O)C2=CNC3=C2C=C(C=N3)C4=CC=C(C=C4)Cl)F. Drug 2: C1=C(C(=O)NC(=O)N1)N(CCCl)CCCl. Cell line: CCRF-CEM. Synergy scores: CSS=52.1, Synergy_ZIP=-2.51, Synergy_Bliss=-6.50, Synergy_Loewe=-15.6, Synergy_HSA=-7.74. (6) Drug 1: C1CN1C2=NC(=NC(=N2)N3CC3)N4CC4. Drug 2: CC1=C(N=C(N=C1N)C(CC(=O)N)NCC(C(=O)N)N)C(=O)NC(C(C2=CN=CN2)OC3C(C(C(C(O3)CO)O)O)OC4C(C(C(C(O4)CO)O)OC(=O)N)O)C(=O)NC(C)C(C(C)C(=O)NC(C(C)O)C(=O)NCCC5=NC(=CS5)C6=NC(=CS6)C(=O)NCCC[S+](C)C)O. Cell line: NCI/ADR-RES. Synergy scores: CSS=61.9, Synergy_ZIP=-0.238, Synergy_Bliss=-0.368, Synergy_Loewe=4.89, Synergy_HSA=7.37. (7) Drug 1: CN(C)N=NC1=C(NC=N1)C(=O)N. Drug 2: C1=NC2=C(N=C(N=C2N1C3C(C(C(O3)CO)O)O)F)N. Cell line: SK-MEL-5. Synergy scores: CSS=-1.72, Synergy_ZIP=-3.75, Synergy_Bliss=-6.76, Synergy_Loewe=-8.67, Synergy_HSA=-8.57.